Dataset: Catalyst prediction with 721,799 reactions and 888 catalyst types from USPTO. Task: Predict which catalyst facilitates the given reaction. (1) Reactant: [N:1]1[C:2]([C:10]([OH:12])=O)=[CH:3][N:4]2[CH:9]=[CH:8][CH:7]=[CH:6][C:5]=12.[N:13]1[C:22]2[C:17](=[CH:18][CH:19]=[CH:20][CH:21]=2)[C:16]([N:23]2[CH2:28][CH2:27][N:26]([CH2:29][CH2:30][CH2:31][CH2:32][NH2:33])[CH2:25][CH2:24]2)=[N:15][CH:14]=1. Product: [N:13]1[C:22]2[C:17](=[CH:18][CH:19]=[CH:20][CH:21]=2)[C:16]([N:23]2[CH2:24][CH2:25][N:26]([CH2:29][CH2:30][CH2:31][CH2:32][NH:33][C:10]([C:2]3[N:1]=[C:5]4[CH:6]=[CH:7][CH:8]=[CH:9][N:4]4[CH:3]=3)=[O:12])[CH2:27][CH2:28]2)=[N:15][CH:14]=1. The catalyst class is: 147. (2) Reactant: [Br:1][C:2]1[CH:3]=[C:4]([CH2:10][C:11]([OH:13])=[O:12])[CH:5]=[CH:6][C:7]=1[O:8][CH3:9].[CH3:14][CH2:15]O. Product: [CH2:14]([O:12][C:11](=[O:13])[CH2:10][C:4]1[CH:5]=[CH:6][C:7]([O:8][CH3:9])=[C:2]([Br:1])[CH:3]=1)[CH3:15]. The catalyst class is: 65. (3) Reactant: [CH2:1]([O:3][C:4](=[O:29])[CH2:5][C:6]1[CH:11]=[CH:10][CH:9]=[C:8]([O:12][C:13]2[CH:18]=[CH:17][C:16]([C:19]([F:22])([F:21])[F:20])=[CH:15][C:14]=2[CH2:23]OS(C)(=O)=O)[CH:7]=1)[CH3:2].[N-:30]=[N+:31]=[N-:32].[Na+]. Product: [CH2:1]([O:3][C:4](=[O:29])[CH2:5][C:6]1[CH:11]=[CH:10][CH:9]=[C:8]([O:12][C:13]2[CH:18]=[CH:17][C:16]([C:19]([F:22])([F:21])[F:20])=[CH:15][C:14]=2[CH2:23][N:30]=[N+:31]=[N-:32])[CH:7]=1)[CH3:2]. The catalyst class is: 3.